Dataset: Catalyst prediction with 721,799 reactions and 888 catalyst types from USPTO. Task: Predict which catalyst facilitates the given reaction. (1) Reactant: [Cl:1][C:2]1[CH:7]=[CH:6][CH:5]=[C:4]([Cl:8])[C:3]=1[C:9]1[C:13]([CH2:14][O:15][C:16]2[CH:17]=[C:18]3[C:23](=[CH:24][CH:25]=2)[CH:22]=[C:21]([C:26]2[CH:27]=[C:28]([CH:33]=[CH:34][CH:35]=2)[C:29]([O:31]C)=[O:30])[CH:20]=[CH:19]3)=[C:12]([CH:36]([CH3:38])[CH3:37])[O:11][N:10]=1.[OH-].[Li+].C(#N)C. Product: [Cl:8][C:4]1[CH:5]=[CH:6][CH:7]=[C:2]([Cl:1])[C:3]=1[C:9]1[C:13]([CH2:14][O:15][C:16]2[CH:17]=[C:18]3[C:23](=[CH:24][CH:25]=2)[CH:22]=[C:21]([C:26]2[CH:27]=[C:28]([CH:33]=[CH:34][CH:35]=2)[C:29]([OH:31])=[O:30])[CH:20]=[CH:19]3)=[C:12]([CH:36]([CH3:38])[CH3:37])[O:11][N:10]=1. The catalyst class is: 7. (2) Reactant: [BH4-].[Na+].C([O:5][C:6](=O)[CH:7]([N:17]1[CH:21]=[CH:20][N:19]=[CH:18]1)[N:8]1[CH2:12][CH:11]([CH2:13][CH2:14][CH3:15])[CH2:10][C:9]1=[O:16])C. Product: [OH:5][CH2:6][CH:7]([N:8]1[CH2:12][CH:11]([CH2:13][CH2:14][CH3:15])[CH2:10][C:9]1=[O:16])[N:17]1[CH:21]=[CH:20][N:19]=[CH:18]1. The catalyst class is: 14. (3) Reactant: [CH3:1][N:2]1[C:10]([CH3:11])=[C:9]2[C:4]([CH:5]=[CH:6][C:7]([N:12]3[CH:17]=[CH:16][C:15]([OH:18])=[CH:14][C:13]3=[O:19])=[CH:8]2)=[N:3]1.[F:20][C:21]([F:30])([F:29])[C:22]1[N:23]=[C:24]([CH2:27]O)[S:25][CH:26]=1.C1(P(C2C=CC=CC=2)C2C=CC=CC=2)C=CC=CC=1.O. Product: [CH3:1][N:2]1[C:10]([CH3:11])=[C:9]2[C:4]([CH:5]=[CH:6][C:7]([N:12]3[CH:17]=[CH:16][C:15]([O:18][CH2:27][C:24]4[S:25][CH:26]=[C:22]([C:21]([F:30])([F:29])[F:20])[N:23]=4)=[CH:14][C:13]3=[O:19])=[CH:8]2)=[N:3]1. The catalyst class is: 7. (4) Reactant: ClC1C=CC([N:8]([C:18](=O)[C:19]2[CH:24]=[CH:23]C(Cl)=CC=2Cl)C2SC(C)=C(C(O)=O)N=2)=CC=1.[Cl:28][C:29]1[CH:56]=[C:55]([Cl:57])[CH:54]=[CH:53][C:30]=1[C:31]([N:33]([C:43]1[CH:48]=[CH:47][C:46]([O:49][CH3:50])=[C:45]([O:51][CH3:52])[CH:44]=1)[C:34]1[S:35][C:36]([CH3:42])=[C:37]([C:39](O)=[O:40])[N:38]=1)=[O:32]. Product: [Cl:28][C:29]1[CH:56]=[C:55]([Cl:57])[CH:54]=[CH:53][C:30]=1[C:31]([N:33]([C:43]1[CH:48]=[CH:47][C:46]([O:49][CH3:50])=[C:45]([O:51][CH3:52])[CH:44]=1)[C:34]1[S:35][C:36]([CH3:42])=[C:37]([C:39]([N:8]2[CH2:18][CH2:19][CH2:24][CH2:23]2)=[O:40])[N:38]=1)=[O:32]. The catalyst class is: 424. (5) Reactant: [F:1][C:2]1[CH:7]=[CH:6][C:5]([S:8]([CH3:10])=[O:9])=[C:4]([N+:11]([O-:13])=[O:12])[CH:3]=1.ClC1C=C(C=CC=1)C(OO)=[O:19]. Product: [F:1][C:2]1[CH:7]=[CH:6][C:5]([S:8]([CH3:10])(=[O:19])=[O:9])=[C:4]([N+:11]([O-:13])=[O:12])[CH:3]=1. The catalyst class is: 4. (6) Reactant: Br[C:2]1[C:3]([C:27]([CH3:30])([CH3:29])[CH3:28])=[N:4][N:5]2[C:10]([C:11]3[CH:16]=[CH:15][C:14]([CH3:17])=[CH:13][CH:12]=3)=[C:9]([CH:18]([CH2:23][CH2:24][CH3:25])[C:19]([O:21][CH3:22])=[O:20])[C:8]([CH3:26])=[N:7][C:6]=12.[C:31]1(B(O)O)[CH:36]=[CH:35][CH:34]=[CH:33][CH:32]=1.C(N(C(C)C)CC)(C)C. Product: [C:27]([C:3]1[C:2]([C:31]2[CH:36]=[CH:35][CH:34]=[CH:33][CH:32]=2)=[C:6]2[N:7]=[C:8]([CH3:26])[C:9]([CH:18]([CH2:23][CH2:24][CH3:25])[C:19]([O:21][CH3:22])=[O:20])=[C:10]([C:11]3[CH:12]=[CH:13][C:14]([CH3:17])=[CH:15][CH:16]=3)[N:5]2[N:4]=1)([CH3:30])([CH3:29])[CH3:28]. The catalyst class is: 149. (7) Reactant: [F:1][C:2]1[CH:7]=[CH:6][CH:5]=[CH:4][C:3]=1[CH2:8][O:9][C:10]1[CH:15]=[CH:14][C:13]([C@@H:16]2[N:20]([C:21]([O:23][CH2:24][C:25]3[CH:30]=[CH:29][CH:28]=[CH:27][CH:26]=3)=[O:22])[C@:19]([CH2:34][O:35][CH3:36])([C:31](O)=[O:32])[CH2:18][CH2:17]2)=[CH:12][CH:11]=1.C[CH2:38][N:39](C(C)C)[CH:40](C)C.CN(C(ON1N=NC2C=CC=CC1=2)=[N+](C)C)C.[B-](F)(F)(F)F.CNC.C1COCC1. Product: [CH3:38][N:39]([CH3:40])[C:31]([C@:19]1([CH2:34][O:35][CH3:36])[CH2:18][CH2:17][C@H:16]([C:13]2[CH:14]=[CH:15][C:10]([O:9][CH2:8][C:3]3[CH:4]=[CH:5][CH:6]=[CH:7][C:2]=3[F:1])=[CH:11][CH:12]=2)[N:20]1[C:21]([O:23][CH2:24][C:25]1[CH:30]=[CH:29][CH:28]=[CH:27][CH:26]=1)=[O:22])=[O:32]. The catalyst class is: 3. (8) Reactant: [C:1]([N:4]1[C:13]2[C:8](=[CH:9][C:10]([C:14]3[CH:19]=[CH:18][C:17]([CH2:20][CH2:21][C:22]([OH:24])=O)=[CH:16][CH:15]=3)=[CH:11][CH:12]=2)[C@H:7]([NH:25][C:26]2[CH:31]=[CH:30][C:29]([C:32]#[N:33])=[CH:28][N:27]=2)[CH2:6][C@@H:5]1[CH3:34])(=[O:3])[CH3:2].[CH3:35][N:36]([CH3:40])[CH2:37][CH2:38][NH2:39].CN(C(ON1N=NC2C=CC=NC1=2)=[N+](C)C)C.F[P-](F)(F)(F)(F)F.CCN(C(C)C)C(C)C. Product: [C:1]([N:4]1[C:13]2[C:8](=[CH:9][C:10]([C:14]3[CH:19]=[CH:18][C:17]([CH2:20][CH2:21][C:22]([NH:39][CH2:38][CH2:37][N:36]([CH3:40])[CH3:35])=[O:24])=[CH:16][CH:15]=3)=[CH:11][CH:12]=2)[C@H:7]([NH:25][C:26]2[CH:31]=[CH:30][C:29]([C:32]#[N:33])=[CH:28][N:27]=2)[CH2:6][C@@H:5]1[CH3:34])(=[O:3])[CH3:2]. The catalyst class is: 3. (9) Reactant: [S:1]1[C:5]2[CH:6]=[C:7]([CH2:9]O)[NH:8][C:4]=2[N:3]=[CH:2]1.FC(F)(F)C(O)=O.C([SiH](CC)CC)C.C(=O)(O)[O-].[Na+]. Product: [CH3:9][C:7]1[NH:8][C:4]2[N:3]=[CH:2][S:1][C:5]=2[CH:6]=1. The catalyst class is: 2. (10) Reactant: Cl.[O:2]1[CH2:7][CH2:6][CH:5]([CH2:8][NH2:9])[CH2:4][CH2:3]1.[Cl:10][C:11]1[C:16]([N+:17]([O-:19])=[O:18])=[C:15](Cl)[CH:14]=[C:13]([CH2:21][CH2:22][CH2:23][CH2:24][CH3:25])[N:12]=1.C(N(CC)CC)C. The catalyst class is: 3. Product: [Cl:10][C:11]1[C:16]([N+:17]([O-:19])=[O:18])=[C:15]([NH:9][CH2:8][CH:5]2[CH2:6][CH2:7][O:2][CH2:3][CH2:4]2)[CH:14]=[C:13]([CH2:21][CH2:22][CH2:23][CH2:24][CH3:25])[N:12]=1.